From a dataset of Full USPTO retrosynthesis dataset with 1.9M reactions from patents (1976-2016). Predict the reactants needed to synthesize the given product. (1) Given the product [NH:7]1[C:8]2[C:4](=[CH:3][C:2]([C:13]3[N:12]([CH3:11])[C:16]([C:17]#[N:18])=[CH:15][CH:14]=3)=[CH:10][CH:9]=2)[CH2:5][CH2:6]1, predict the reactants needed to synthesize it. The reactants are: Br[C:2]1[CH:3]=[C:4]2[C:8](=[CH:9][CH:10]=1)[NH:7][CH2:6][CH2:5]2.[CH3:11][N:12]1[C:16]([C:17]#[N:18])=[CH:15][CH:14]=[C:13]1B(O)O.[F-].[K+]. (2) Given the product [CH3:1][N:2]1[CH2:8][CH2:7]/[C:6](=[CH:18]\[C:17]2[CH:20]=[CH:21][C:14]([N+:11]([O-:13])=[O:12])=[CH:15][CH:16]=2)/[C:5](=[O:9])/[C:4](=[CH:18]/[C:17]2[CH:20]=[CH:21][C:14]([N+:11]([O-:13])=[O:12])=[CH:15][CH:16]=2)/[CH2:3]1, predict the reactants needed to synthesize it. The reactants are: [CH3:1][N:2]1[CH2:8][CH2:7][CH2:6][C:5](=[O:9])[CH2:4][CH2:3]1.Cl.[N+:11]([C:14]1[CH:21]=[CH:20][C:17]([CH:18]=O)=[CH:16][CH:15]=1)([O-:13])=[O:12].OS(O)(=O)=O. (3) Given the product [Cl:28][C:20]1[CH:21]=[C:22]([O:25][CH2:26][CH3:27])[CH:23]=[CH:24][C:19]=1[CH2:18][N:6]1[C:5]2[CH:7]=[C:8]([C:12]([O:14][CH2:15][CH3:16])=[O:13])[CH:9]=[C:10]([CH3:11])[C:4]=2[N:3]=[C:2]1[CH3:1], predict the reactants needed to synthesize it. The reactants are: [CH3:1][C:2]1[NH:6][C:5]2[CH:7]=[C:8]([C:12]([O:14][CH2:15][CH3:16])=[O:13])[CH:9]=[C:10]([CH3:11])[C:4]=2[N:3]=1.Br[CH2:18][C:19]1[CH:24]=[CH:23][C:22]([O:25][CH2:26][CH3:27])=[CH:21][C:20]=1[Cl:28]. (4) Given the product [Si:1]([O:8][CH:9]1[CH2:10][N:11]([C:12]([O:13][C:14]([CH3:17])([CH3:16])[CH3:15])=[O:18])[C@@H:20]([C:22]2[CH:27]=[C:26]([F:28])[CH:25]=[CH:24][C:23]=2[O:29][CH3:30])[CH2:19]1)([C:4]([CH3:7])([CH3:6])[CH3:5])([CH3:3])[CH3:2], predict the reactants needed to synthesize it. The reactants are: [Si:1]([O:8][C@H:9]([CH2:19][CH:20]([C:22]1[CH:27]=[C:26]([F:28])[CH:25]=[CH:24][C:23]=1[O:29][CH3:30])O)[CH2:10][NH:11][C:12](=[O:18])[O:13][C:14]([CH3:17])([CH3:16])[CH3:15])([C:4]([CH3:7])([CH3:6])[CH3:5])([CH3:3])[CH3:2].CS(Cl)(=O)=O.C([O-])(O)=O.[Na+]. (5) Given the product [Cl:1][C:2]1[N:3]=[CH:4][N:5]([C:17]2[CH:22]=[CH:21][C:20]([F:23])=[CH:19][C:18]=2[Cl:24])[C:6]=1[CH:7]([C:9]1[CH:14]=[CH:13][C:12]([F:15])=[CH:11][C:10]=1[F:16])[OH:8], predict the reactants needed to synthesize it. The reactants are: [Cl:1][C:2]1[N:3]=[CH:4][N:5]([C:17]2[CH:22]=[CH:21][C:20]([F:23])=[CH:19][C:18]=2[Cl:24])[C:6]=1[C:7]([C:9]1[CH:14]=[CH:13][C:12]([F:15])=[CH:11][C:10]=1[F:16])=[O:8].[BH4-].[Na+]. (6) Given the product [N+:35]([C:32]1[CH:33]=[CH:34][C:29]([C:6]2[CH2:7][C:2]([CH3:1])([CH3:19])[O:3][C:4]([CH3:17])([CH3:18])[CH:5]=2)=[N:30][CH:31]=1)([O-:37])=[O:36], predict the reactants needed to synthesize it. The reactants are: [CH3:1][C:2]1([CH3:19])[CH2:7][C:6](B2OC(C)(C)C(C)(C)O2)=[CH:5][C:4]([CH3:18])([CH3:17])[O:3]1.C([O-])([O-])=O.[Na+].[Na+].[Li+].[Cl-].Br[C:29]1[CH:34]=[CH:33][C:32]([N+:35]([O-:37])=[O:36])=[CH:31][N:30]=1. (7) Given the product [Br:6][C:7]1[CH:8]=[C:9]2[C:10]([CH2:13][CH2:14][N:15]([C:16](=[O:21])[C:17]([F:19])([F:20])[F:18])[CH2:22]2)=[CH:11][CH:12]=1, predict the reactants needed to synthesize it. The reactants are: S(=O)(=O)(O)O.[Br:6][C:7]1[CH:12]=[CH:11][C:10]([CH2:13][CH2:14][NH:15][C:16](=[O:21])[C:17]([F:20])([F:19])[F:18])=[CH:9][CH:8]=1.[CH2:22]=O.O.